Dataset: Full USPTO retrosynthesis dataset with 1.9M reactions from patents (1976-2016). Task: Predict the reactants needed to synthesize the given product. (1) Given the product [Cl:1][C:2]1[CH:28]=[CH:27][C:5]([C:6]2[O:8][N:9]=[C:10]([CH2:11][CH2:12][CH2:13][O:14][C:15]3[CH:16]=[C:17]4[C:22](=[CH:23][CH:24]=3)[NH:21][C:20](=[O:25])[CH2:19][CH2:18]4)[N:26]=2)=[CH:4][CH:3]=1, predict the reactants needed to synthesize it. The reactants are: [Cl:1][C:2]1[CH:28]=[CH:27][C:5]([C:6]([O:8]/[N:9]=[C:10](\[NH2:26])/[CH2:11][CH2:12][CH2:13][O:14][C:15]2[CH:16]=[C:17]3[C:22](=[CH:23][CH:24]=2)[NH:21][C:20](=[O:25])[CH2:19][CH2:18]3)=O)=[CH:4][CH:3]=1.CCCC[N+](CCCC)(CCCC)CCCC.[F-]. (2) Given the product [F:1][C:2]1[CH:3]=[C:4]([NH:8][C:9]([C:11]2[NH:12][C:13]([C:19]([C:18]3[C:17]([Cl:16])=[N:25][CH:24]=[CH:23][CH:22]=3)=[O:20])=[CH:14][CH:15]=2)=[O:10])[CH:5]=[CH:6][CH:7]=1, predict the reactants needed to synthesize it. The reactants are: [F:1][C:2]1[CH:3]=[C:4]([NH:8][C:9]([C:11]2[NH:12][CH:13]=[CH:14][CH:15]=2)=[O:10])[CH:5]=[CH:6][CH:7]=1.[Cl:16][C:17]1[N:25]=[CH:24][CH:23]=[CH:22][C:18]=1[C:19](Cl)=[O:20].[Sn](Cl)(Cl)(Cl)Cl.[OH-].[Na+]. (3) The reactants are: [CH2:1]([O:3][C:4]1[CH:9]=[CH:8][NH:7][C:6](=[O:10])[C:5]=1[C:11]([O:13][CH2:14][CH3:15])=[O:12])[CH3:2].[F:16][C:17]1[CH:22]=[CH:21][C:20](B(O)O)=[CH:19][CH:18]=1.N1C=CC=CC=1. Given the product [CH2:1]([O:3][C:4]1[CH:9]=[CH:8][N:7]([C:20]2[CH:21]=[CH:22][C:17]([F:16])=[CH:18][CH:19]=2)[C:6](=[O:10])[C:5]=1[C:11]([O:13][CH2:14][CH3:15])=[O:12])[CH3:2], predict the reactants needed to synthesize it. (4) Given the product [CH3:1][NH:2][C:6]1[CH:7]=[C:8]([N:12]2[C:17](=[O:18])[C:16]([CH2:19][C:20]3[CH:21]=[N:22][CH:23]=[CH:24][CH:25]=3)=[N:15][C:14]3[CH:26]=[CH:27][CH:28]=[N:29][C:13]2=3)[CH:9]=[CH:10][CH:11]=1, predict the reactants needed to synthesize it. The reactants are: [CH3:1][N:2]([C:6]1[CH:7]=[C:8]([N:12]2[C:17](=[O:18])[C:16]([CH2:19][C:20]3[CH:21]=[N:22][CH:23]=[CH:24][CH:25]=3)=[N:15][C:14]3[CH:26]=[CH:27][CH:28]=[N:29][C:13]2=3)[CH:9]=[CH:10][CH:11]=1)C(=O)C.C(=O)(O)[O-].[Na+]. (5) Given the product [Cl:13][C:4]1[C:5]2[C:10](=[CH:9][CH:8]=[CH:7][CH:6]=2)[N:1]=[CH:2][N:3]=1, predict the reactants needed to synthesize it. The reactants are: [N:1]1[C:10]2[C:5](=[CH:6][CH:7]=[CH:8][CH:9]=2)[C:4](=O)[NH:3][CH:2]=1.P(Cl)(Cl)(Cl)(Cl)[Cl:13]. (6) Given the product [ClH:50].[F:49][C:47]1[CH:46]=[C:4]([CH:3]=[C:2]([F:1])[CH:48]=1)[CH2:5][C@H:6]([NH:24][C:25]([C:27]1[C:28]2[CH2:29][CH2:30][N:31]([CH:39]([CH2:43][CH2:44][CH3:45])[CH2:40][CH2:41][CH3:42])[C:32](=[O:38])[C:33]=2[CH:34]=[C:35]([CH3:37])[CH:36]=1)=[O:26])[C@H:7]([OH:23])[CH2:8][NH:9][C:10]1([C:13]2[CH:18]=[CH:17][CH:16]=[C:15]([C:19]([F:21])([F:20])[F:22])[CH:14]=2)[CH2:11][CH2:12]1, predict the reactants needed to synthesize it. The reactants are: [F:1][C:2]1[CH:3]=[C:4]([CH:46]=[C:47]([F:49])[CH:48]=1)[CH2:5][C@H:6]([NH:24][C:25]([C:27]1[C:28]2[CH2:29][CH2:30][N:31]([CH:39]([CH2:43][CH2:44][CH3:45])[CH2:40][CH2:41][CH3:42])[C:32](=[O:38])[C:33]=2[CH:34]=[C:35]([CH3:37])[CH:36]=1)=[O:26])[C@H:7]([OH:23])[CH2:8][NH:9][C:10]1([C:13]2[CH:18]=[CH:17][CH:16]=[C:15]([C:19]([F:22])([F:21])[F:20])[CH:14]=2)[CH2:12][CH2:11]1.[ClH:50]. (7) Given the product [Cl:1][C:2]1[CH:3]=[N:4][C:5]([NH:11][CH2:12][CH2:13][C:14]([F:17])([F:16])[F:15])=[C:6]([CH:10]=1)[C:7]([NH:23][C:19]([CH3:20])([C:21]#[CH:22])[CH3:18])=[O:9], predict the reactants needed to synthesize it. The reactants are: [Cl:1][C:2]1[CH:3]=[N:4][C:5]([NH:11][CH2:12][CH2:13][C:14]([F:17])([F:16])[F:15])=[C:6]([CH:10]=1)[C:7]([OH:9])=O.[CH3:18][C:19]([NH2:23])([C:21]#[CH:22])[CH3:20].CCN=C=NCCCN(C)C.CCN(C(C)C)C(C)C.C1C=CC2N(O)N=NC=2C=1.